The task is: Predict the reaction yield, written as a fraction of the theoretical maximum amount of product (1.0 means a 100% yield; for example, 0.34 means a 34% yield).. This data is from Reaction yield outcomes from USPTO patents with 853,638 reactions. (1) The reactants are [H-].[H-].[H-].[H-].[Li+].[Al+3].[CH3:7][C:8]([C:15]1[NH:16][C:17]2[C:22]([CH:23]=1)=[CH:21][C:20]([N+:24]([O-:26])=[O:25])=[CH:19][CH:18]=2)([CH3:14])[C:9](OCC)=[O:10].O.[OH-].[Na+]. The catalyst is C1COCC1. The product is [CH3:14][C:8]([C:15]1[NH:16][C:17]2[C:22]([CH:23]=1)=[CH:21][C:20]([N+:24]([O-:26])=[O:25])=[CH:19][CH:18]=2)([CH3:7])[CH2:9][OH:10]. The yield is 0.580. (2) The reactants are [CH:1]1([C:4]2[C:13]3[C:8](=[CH:9][CH:10]=[CH:11][CH:12]=3)[C:7]([N+:14]([O-])=O)=[CH:6][CH:5]=2)[CH2:3][CH2:2]1. The product is [NH2:14][C:7]1[C:8]2[C:13](=[CH:12][CH:11]=[CH:10][CH:9]=2)[C:4]([CH:1]2[CH2:3][CH2:2]2)=[CH:5][CH:6]=1. The yield is 0.730. The catalyst is C(O)C.[Pd]. (3) The reactants are [NH2:1][C:2]1[S:3][CH:4]=[CH:5][N:6]=1.N1C=CC=CC=1.[C:13]1([O:19][C:20](Cl)=[O:21])[CH:18]=[CH:17][CH:16]=[CH:15][CH:14]=1.C(OCC)(=O)C.O1CCCC1. The catalyst is CN(C)C=O.O. The product is [C:13]1([O:19][C:20](=[O:21])[NH:1][C:2]2[S:3][CH:4]=[CH:5][N:6]=2)[CH:18]=[CH:17][CH:16]=[CH:15][CH:14]=1. The yield is 0.960. (4) The reactants are [CH3:1][O:2][C:3]([C:5]1[CH:9]=[C:8]([C:10]2[CH:15]=[CH:14][CH:13]=[C:12](Br)[CH:11]=2)[O:7][N:6]=1)=[O:4].CC1C=CC=CC=1P(C1C=CC=CC=1C)C1C=CC=CC=1C.[CH3:39][CH:40]([OH:43])[CH:41]=[CH2:42].C(N(CC)CC)C. The catalyst is CN(C)C=O.CC([O-])=O.CC([O-])=O.[Pd+2]. The product is [CH3:1][O:2][C:3]([C:5]1[CH:9]=[C:8]([C:10]2[CH:15]=[CH:14][CH:13]=[C:12]([CH2:42][CH2:41][C:40](=[O:43])[CH3:39])[CH:11]=2)[O:7][N:6]=1)=[O:4]. The yield is 0.590. (5) The reactants are CC(C)[C@H](N1CC2C(=CC(C3C=CC(NS(C4C=CC=CC=4)(=O)=O)=CC=3)=CC=2)C1=O)C(O)=O.[CH3:34][O:35][C:36]1[CH:37]=[C:38]([S:44]([NH:47][C:48]2[CH:53]=[CH:52][C:51]([C:54]3[CH:62]=[C:61]4[C:57]([CH2:58][N:59]([C@@H:64]([CH:69]([CH3:71])[CH3:70])[C:65]([O:67]C)=[O:66])[C:60]4=[O:63])=[CH:56][CH:55]=3)=[CH:50][CH:49]=2)(=[O:46])=[O:45])[CH:39]=[CH:40][C:41]=1[O:42][CH3:43]. No catalyst specified. The product is [CH3:34][O:35][C:36]1[CH:37]=[C:38]([S:44]([NH:47][C:48]2[CH:49]=[CH:50][C:51]([C:54]3[CH:62]=[C:61]4[C:57]([CH2:58][N:59]([C@@H:64]([CH:69]([CH3:71])[CH3:70])[C:65]([OH:67])=[O:66])[C:60]4=[O:63])=[CH:56][CH:55]=3)=[CH:52][CH:53]=2)(=[O:46])=[O:45])[CH:39]=[CH:40][C:41]=1[O:42][CH3:43]. The yield is 0.890. (6) The product is [CH3:1][O:2][C:3]([C:4]1[C:5]([NH:13][C:14]2[CH:19]=[CH:18][CH:17]=[CH:16][C:15]=2[Cl:20])=[C:6]([F:12])[C:7]2[N:11]=[CH:22][NH:10][C:8]=2[CH:9]=1)=[O:21]. The yield is 0.850. The reactants are [CH3:1][O:2][C:3](=[O:21])[C:4]1[CH:9]=[C:8]([NH2:10])[C:7]([NH2:11])=[C:6]([F:12])[C:5]=1[NH:13][C:14]1[CH:19]=[CH:18][CH:17]=[CH:16][C:15]=1[Cl:20].[C:22](O)(=O)C.C(N)=N. The catalyst is CCO.C(OCC)(=O)C. (7) The reactants are FC(F)(F)S(O[CH2:7][C:8]([F:11])([CH3:10])[CH3:9])(=O)=O.[CH3:14][C:15]1([CH3:42])[NH:27][CH:26]([C:28]2[C:33]([F:34])=[CH:32][C:31](/[CH:35]=[CH:36]/[C:37]([O:39][CH3:40])=[O:38])=[CH:30][C:29]=2[F:41])[C:18]2[NH:19][C:20]3[C:25]([C:17]=2[CH2:16]1)=[CH:24][CH:23]=[CH:22][CH:21]=3.C(N(C(C)C)C(C)C)C. The catalyst is O1CCOCC1. The product is [F:34][C:33]1[CH:32]=[C:31](/[CH:35]=[CH:36]/[C:37]([O:39][CH3:40])=[O:38])[CH:30]=[C:29]([F:41])[C:28]=1[CH:26]1[C:18]2[NH:19][C:20]3[C:25]([C:17]=2[CH2:16][C:15]([CH3:14])([CH3:42])[N:27]1[CH2:7][C:8]([F:11])([CH3:9])[CH3:10])=[CH:24][CH:23]=[CH:22][CH:21]=3. The yield is 0.604. (8) The reactants are Cl[C:2]1[N:7]=[C:6]([C:8]2[N:12]3[CH:13]=[CH:14][CH:15]=[CH:16][C:11]3=[N:10][C:9]=2[C:17]2[CH:18]=[C:19]([CH:31]=[CH:32][CH:33]=2)[C:20]([NH:22][C:23]2[C:28]([F:29])=[CH:27][CH:26]=[CH:25][C:24]=2[F:30])=[O:21])[CH:5]=[CH:4][N:3]=1.[N:34]1([CH:40]2[CH2:45][CH2:44][N:43]([C:46]3[CH:52]=[CH:51][C:49]([NH2:50])=[C:48]([O:53][CH2:54][CH:55]([CH3:57])[CH3:56])[CH:47]=3)[CH2:42][CH2:41]2)[CH2:39][CH2:38][CH2:37][CH2:36][CH2:35]1. The catalyst is CC(O)C.Cl. The product is [N:34]1([CH:40]2[CH2:45][CH2:44][N:43]([C:46]3[CH:52]=[CH:51][C:49]([NH:50][C:2]4[N:7]=[C:6]([C:8]5[N:12]6[CH:13]=[CH:14][CH:15]=[CH:16][C:11]6=[N:10][C:9]=5[C:17]5[CH:18]=[C:19]([CH:31]=[CH:32][CH:33]=5)[C:20]([NH:22][C:23]5[C:28]([F:29])=[CH:27][CH:26]=[CH:25][C:24]=5[F:30])=[O:21])[CH:5]=[CH:4][N:3]=4)=[C:48]([O:53][CH2:54][CH:55]([CH3:57])[CH3:56])[CH:47]=3)[CH2:42][CH2:41]2)[CH2:39][CH2:38][CH2:37][CH2:36][CH2:35]1. The yield is 0.360. (9) The yield is 0.630. The reactants are [CH2:1]([N:8]1[C:14](=[O:15])[C:13]2[CH:16]=[CH:17][C:18](F)=[N:19][C:12]=2[O:11][CH2:10][CH2:9]1)[C:2]1[CH:7]=[CH:6][CH:5]=[CH:4][CH:3]=1.[CH3:21][CH:22]([SH:24])[CH3:23].C(=O)([O-])[O-].[K+].[K+].CN(C=O)C. The catalyst is O. The product is [CH2:1]([N:8]1[C:14](=[O:15])[C:13]2[CH:16]=[CH:17][C:18]([S:24][CH:22]([CH3:23])[CH3:21])=[N:19][C:12]=2[O:11][CH2:10][CH2:9]1)[C:2]1[CH:7]=[CH:6][CH:5]=[CH:4][CH:3]=1. (10) The reactants are [C:1]([C:4]1[C:5](=[O:22])[N:6]([CH2:18][CH:19]([CH3:21])[CH3:20])[N:7]=[C:8]([C:10]2[CH:15]=[CH:14][C:13](C)=[C:12]([F:17])[CH:11]=2)[CH:9]=1)([OH:3])=[O:2].C1(CN2[C:32](=[O:33])C(OC)C(=C=O)C(C3C=CC(OC)=C(F)C=3)=N2)CC1. No catalyst specified. The product is [C:1]([C:4]1[C:5](=[O:22])[N:6]([CH2:18][CH:19]2[CH2:20][CH2:21]2)[N:7]=[C:8]([C:10]2[CH:15]=[CH:14][C:13]([O:33][CH3:32])=[C:12]([F:17])[CH:11]=2)[CH:9]=1)([OH:3])=[O:2]. The yield is 0.989.